From a dataset of Full USPTO retrosynthesis dataset with 1.9M reactions from patents (1976-2016). Predict the reactants needed to synthesize the given product. (1) Given the product [CH:1]1[CH:10]=[N:9][C:8]2[C:3](=[C:4]([N+:12]([O-:14])=[O:13])[CH:5]=[CH:6][C:7]=2[OH:11])[CH:2]=1.[NH2:15][C@H:16]([C:22]([OH:24])=[O:23])[CH2:17][CH2:18][CH2:19][CH2:20][NH2:21], predict the reactants needed to synthesize it. The reactants are: [CH:1]1[CH:10]=[N:9][C:8]2[C:3](=[C:4]([N+:12]([O-:14])=[O:13])[CH:5]=[CH:6][C:7]=2[OH:11])[CH:2]=1.[NH2:15][C@H:16]([C:22]([OH:24])=[O:23])[CH2:17][CH2:18][CH2:19][CH2:20][NH2:21]. (2) Given the product [CH3:43][O:42][C:37]1[CH:38]=[CH:39][CH:40]=[CH:41][C:36]=1[C:33]1[CH:34]=[C:35]2[C:30](=[CH:31][CH:32]=1)[NH:29][C:28]([CH3:45])([CH3:44])[CH:27]=[C:26]2[CH2:25][NH:24][C:15](=[O:23])[C:16]1[CH:17]=[CH:18][CH:19]=[CH:20][CH:21]=1, predict the reactants needed to synthesize it. The reactants are: C(Cl)CCl.C1C=CC2N(O)N=NC=2C=1.[C:15]([OH:23])(=O)[C:16]1[CH:21]=[CH:20][CH:19]=[CH:18][CH:17]=1.[NH2:24][CH2:25][C:26]1[C:35]2[C:30](=[CH:31][CH:32]=[C:33]([C:36]3[CH:41]=[CH:40][CH:39]=[CH:38][C:37]=3[O:42][CH3:43])[CH:34]=2)[NH:29][C:28]([CH3:45])([CH3:44])[CH:27]=1.C(N(C(C)C)CC)(C)C. (3) Given the product [CH2:13]([O:20][C:21]1[CH:26]=[CH:25][C:24]([CH2:27][CH2:28][C:29]2([CH:37]3[CH2:41][CH2:40][CH2:39][CH2:38]3)[O:34][C:33](=[O:35])[C:32]([CH2:2][C:3]3[N:8]=[C:7]([CH:9]4[CH2:11][CH2:10]4)[NH:6][C:5](=[O:12])[CH:4]=3)=[C:31]([OH:36])[CH2:30]2)=[CH:23][CH:22]=1)[C:14]1[CH:15]=[CH:16][CH:17]=[CH:18][CH:19]=1, predict the reactants needed to synthesize it. The reactants are: Cl[CH2:2][C:3]1[N:8]=[C:7]([CH:9]2[CH2:11][CH2:10]2)[NH:6][C:5](=[O:12])[CH:4]=1.[CH2:13]([O:20][C:21]1[CH:26]=[CH:25][C:24]([CH2:27][CH2:28][C:29]2([CH:37]3[CH2:41][CH2:40][CH2:39][CH2:38]3)[O:34][C:33](=[O:35])[CH2:32][C:31](=[O:36])[CH2:30]2)=[CH:23][CH:22]=1)[C:14]1[CH:19]=[CH:18][CH:17]=[CH:16][CH:15]=1.